From a dataset of Full USPTO retrosynthesis dataset with 1.9M reactions from patents (1976-2016). Predict the reactants needed to synthesize the given product. (1) Given the product [CH3:1][O:2][C:3]([C@@H:5]([N:13]1[CH2:21][C:17]2[CH:18]=[CH:19][S:20][C:16]=2[CH2:15][CH2:14]1)[C:6]1[C:11]([Cl:12])=[CH:10][CH:9]=[CH:8][CH:7]=1)=[O:4].[OH:25][S:22]([OH:26])(=[O:24])=[O:23], predict the reactants needed to synthesize it. The reactants are: [CH3:1][O:2][C:3]([C@@H:5]([N:13]1[CH2:21][C:17]2[CH:18]=[CH:19][S:20][C:16]=2[CH2:15][CH2:14]1)[C:6]1[CH:7]=[CH:8][CH:9]=[CH:10][C:11]=1[Cl:12])=[O:4].[S:22]([O-:26])([OH:25])(=[O:24])=[O:23].[K+].CC(C)=O. (2) Given the product [Cl:1][C:2]1[CH:3]=[CH:4][C:5]2[N:11]3[CH:12]=[CH:13][CH:14]=[C:10]3[C@@H:9]([CH2:15][CH2:16][CH2:17][OH:18])[O:8][C@H:7]([C:20]3[CH:25]=[CH:24][CH:23]=[C:22]([O:26][CH3:27])[C:21]=3[O:28][CH3:29])[C:6]=2[CH:30]=1, predict the reactants needed to synthesize it. The reactants are: [Cl:1][C:2]1[CH:3]=[CH:4][C:5]2[N:11]3[CH:12]=[CH:13][CH:14]=[C:10]3[C@@H:9]([CH2:15][CH2:16][C:17](O)=[O:18])[O:8][C@H:7]([C:20]3[CH:25]=[CH:24][CH:23]=[C:22]([O:26][CH3:27])[C:21]=3[O:28][CH3:29])[C:6]=2[CH:30]=1.[H-].[Al+3].[Li+].[H-].[H-].[H-].[OH-].[Na+].S([O-])([O-])(=O)=O.[Mg+2]. (3) Given the product [CH2:32]([O:34][C:35]([C:37]1([C:40]2[CH:45]=[CH:44][C:43]([C:2]3[CH:3]=[CH:4][C:5]([C:8]4[O:12][N:11]=[C:10]([CH3:13])[C:9]=4[CH:14]([OH:15])[C:16]4[N:17]=[N:18][N:19]([CH2:21][C:22]5[CH:27]=[CH:26][CH:25]=[C:24]([C:28]([F:29])([F:30])[F:31])[CH:23]=5)[CH:20]=4)=[CH:6][CH:7]=3)=[CH:42][CH:41]=2)[CH2:38][CH2:39]1)=[O:36])[CH3:33], predict the reactants needed to synthesize it. The reactants are: Br[C:2]1[CH:7]=[CH:6][C:5]([C:8]2[O:12][N:11]=[C:10]([CH3:13])[C:9]=2[CH:14]([C:16]2[N:17]=[N:18][N:19]([CH2:21][C:22]3[CH:27]=[CH:26][CH:25]=[C:24]([C:28]([F:31])([F:30])[F:29])[CH:23]=3)[CH:20]=2)[OH:15])=[CH:4][CH:3]=1.[CH2:32]([O:34][C:35]([C:37]1([C:40]2[CH:45]=[CH:44][C:43](B3OC(C)(C)C(C)(C)O3)=[CH:42][CH:41]=2)[CH2:39][CH2:38]1)=[O:36])[CH3:33]. (4) Given the product [Br:1][C:2]1[CH:3]=[C:4]([CH:8]=[CH:9][N:10]=1)[C:5]([NH:55][C:53]1[S:54][C:50]2[C:49]([N:56]3[CH2:61][CH2:60][O:59][CH2:58][CH2:57]3)=[CH:48][CH:47]=[C:46]([O:45][CH3:44])[C:51]=2[N:52]=1)=[O:7], predict the reactants needed to synthesize it. The reactants are: [Br:1][C:2]1[CH:3]=[C:4]([CH:8]=[CH:9][N:10]=1)[C:5]([OH:7])=O.CN(C(ON1N=NC2C=CC=NC1=2)=[N+](C)C)C.F[P-](F)(F)(F)(F)F.C(N(C(C)C)C(C)C)C.[CH3:44][O:45][C:46]1[C:51]2[N:52]=[C:53]([NH2:55])[S:54][C:50]=2[C:49]([N:56]2[CH2:61][CH2:60][O:59][CH2:58][CH2:57]2)=[CH:48][CH:47]=1.Cl.